From a dataset of Catalyst prediction with 721,799 reactions and 888 catalyst types from USPTO. Predict which catalyst facilitates the given reaction. (1) Reactant: C(OC(=O)[NH:7][C@H:8]1[CH2:13][CH2:12][C@H:11]([NH:14][CH2:15][C:16]2[C:21]([CH3:22])=[CH:20][C:19]([CH3:23])=[CH:18][N:17]=2)[CH2:10][CH2:9]1)(C)(C)C.[CH:25]([C:28]1[C:29]([CH:34]=O)=[N:30][CH:31]=[CH:32][CH:33]=1)([CH3:27])[CH3:26].[BH-](OC(C)=O)(OC(C)=O)OC(C)=O.[Na+]. Product: [CH3:22][C:21]1[C:16]([CH2:15][N:14]([CH2:34][C:29]2[C:28]([CH:25]([CH3:27])[CH3:26])=[CH:33][CH:32]=[CH:31][N:30]=2)[C@H:11]2[CH2:10][CH2:9][C@H:8]([NH2:7])[CH2:13][CH2:12]2)=[N:17][CH:18]=[C:19]([CH3:23])[CH:20]=1. The catalyst class is: 2. (2) Reactant: [Cl:1][C:2]1[CH:7]=[CH:6][C:5]([C:8]2[CH:13]=[CH:12][C:11]([C:14]#[C:15][C:16]([OH:18])=O)=[CH:10][CH:9]=2)=[CH:4][CH:3]=1.[CH3:19][CH:20]1[CH2:25][CH2:24][CH2:23][CH:22]([CH3:26])[N:21]1[CH2:27][C:28]1[CH:33]=[CH:32][C:31]([NH2:34])=[CH:30][CH:29]=1. Product: [CH3:26][CH:22]1[CH2:23][CH2:24][CH2:25][CH:20]([CH3:19])[N:21]1[CH2:27][C:28]1[CH:29]=[CH:30][C:31]([NH:34][C:16](=[O:18])[C:15]#[C:14][C:11]2[CH:10]=[CH:9][C:8]([C:5]3[CH:4]=[CH:3][C:2]([Cl:1])=[CH:7][CH:6]=3)=[CH:13][CH:12]=2)=[CH:32][CH:33]=1. The catalyst class is: 4. (3) Reactant: [C:1]([C:3]1[C:4]([I:15])=[C:5]([C:10]([O:12][CH2:13][CH3:14])=[O:11])[S:6][C:7]=1SC)#[N:2].[CH:16]1C=C(Cl)C=C(C(OO)=O)C=1.[S:27]([O-:30])([O-])=[O:28].[Na+].[Na+].C(=O)([O-])[O-].[K+].[K+]. Product: [I:15][C:4]1[C:3]([C:1]#[N:2])=[C:7]([S:27]([CH3:16])(=[O:30])=[O:28])[S:6][C:5]=1[C:10]([O:12][CH2:13][CH3:14])=[O:11]. The catalyst class is: 168. (4) Reactant: [NH2:1][CH:2]([C:9]1[CH:14]=[CH:13][CH:12]=[CH:11][CH:10]=1)[C:3]1[CH:8]=[CH:7][CH:6]=[CH:5][CH:4]=1.[Cl:15][C:16]1[CH:21]=[CH:20][C:19]([S:22](Cl)(=[O:24])=[O:23])=[CH:18][C:17]=1[N+:26]([O-:28])=[O:27].C(N(CC)CC)C. Product: [C:9]1([CH:2]([NH:1][S:22]([C:19]2[CH:20]=[CH:21][C:16]([Cl:15])=[C:17]([N+:26]([O-:28])=[O:27])[CH:18]=2)(=[O:23])=[O:24])[C:3]2[CH:8]=[CH:7][CH:6]=[CH:5][CH:4]=2)[CH:14]=[CH:13][CH:12]=[CH:11][CH:10]=1. The catalyst class is: 4. (5) Reactant: [NH2:1][C@@H:2]([C:5]1[CH:10]=[CH:9][CH:8]=[CH:7][CH:6]=1)[CH2:3][OH:4].C(N(C(C)C)C(C)C)C.[C:20](O[C:20]([O:22][C:23]([CH3:26])([CH3:25])[CH3:24])=[O:21])([O:22][C:23]([CH3:26])([CH3:25])[CH3:24])=[O:21]. Product: [OH:4][CH2:3][C@@H:2]([NH:1][C:20](=[O:21])[O:22][C:23]([CH3:26])([CH3:25])[CH3:24])[C:5]1[CH:10]=[CH:9][CH:8]=[CH:7][CH:6]=1. The catalyst class is: 413. (6) Reactant: [F:1][C:2]1[C:18]([O:19][CH3:20])=[CH:17][CH:16]=[CH:15][C:3]=1[CH:4]=[C:5]1[C:10](=[O:11])[O:9][C:8]([CH3:13])([CH3:12])[O:7][C:6]1=[O:14].[CH2:21]([Mg]Br)[CH3:22]. Product: [F:1][C:2]1[C:18]([O:19][CH3:20])=[CH:17][CH:16]=[CH:15][C:3]=1[CH:4]([CH:5]1[C:6](=[O:14])[O:7][C:8]([CH3:12])([CH3:13])[O:9][C:10]1=[O:11])[CH2:21][CH3:22]. The catalyst class is: 1. (7) Reactant: [C:1]([O:5][CH2:6][CH3:7])(=[O:4])[CH:2]=[O:3].[O:8]1[C:12]2[CH:13]=[CH:14][CH:15]=[CH:16][C:11]=2[CH:10]=[CH:9]1.[O-]S(C(F)(F)F)(=O)=O.C([Yb+2])C.[O-]S(C(F)(F)F)(=O)=O. Product: [O:8]1[C:12]2[CH:13]=[CH:14][CH:15]=[CH:16][C:11]=2[C:10]([CH:2]([OH:3])[C:1]([O:5][CH2:6][CH3:7])=[O:4])=[CH:9]1. The catalyst class is: 426.